Dataset: Catalyst prediction with 721,799 reactions and 888 catalyst types from USPTO. Task: Predict which catalyst facilitates the given reaction. Reactant: [ClH:1].CC[O:4]CC.[NH:7]1[CH2:12][CH2:11][CH:10]([NH:13][C:14]2[CH:15]=[C:16]3[C:20](=[CH:21][CH:22]=2)[NH:19][N:18]=[CH:17]3)[CH2:9][CH2:8]1. Product: [OH2:4].[ClH:1].[ClH:1].[NH:7]1[CH2:8][CH2:9][CH:10]([NH:13][C:14]2[CH:15]=[C:16]3[C:20](=[CH:21][CH:22]=2)[NH:19][N:18]=[CH:17]3)[CH2:11][CH2:12]1. The catalyst class is: 147.